From a dataset of Catalyst prediction with 721,799 reactions and 888 catalyst types from USPTO. Predict which catalyst facilitates the given reaction. (1) Reactant: [S:1]1[CH:5]=[CH:4][CH:3]=[C:2]1[C:6]([OH:8])=O.C(N1C=CN=C1)(N1C=CN=C1)=O.CN(C=O)C.[NH2:26][C:27]1[CH:32]=[CH:31][C:30]([C:33]2[CH:34]([CH3:40])[CH2:35][C:36](=[O:39])[NH:37][N:38]=2)=[CH:29][C:28]=1O. Product: [CH3:40][CH:34]1[C:33]([C:30]2[CH:31]=[CH:32][C:27]3[N:26]=[C:6]([C:2]4[S:1][CH:5]=[CH:4][CH:3]=4)[O:8][C:28]=3[CH:29]=2)=[N:38][NH:37][C:36](=[O:39])[CH2:35]1. The catalyst class is: 211. (2) Reactant: [Cl:1][C:2]1[CH:7]=[CH:6][C:5]([N:8]2[CH2:13][CH2:12][O:11][C:10]3[CH:14]=[C:15]([S:18](Cl)(=[O:20])=[O:19])[CH:16]=[CH:17][C:9]2=3)=[C:4]([C:22]#[N:23])[CH:3]=1.[F:24][C:25]1[C:30]([OH:31])=[C:29]([F:32])[C:28]([F:33])=[C:27]([F:34])[C:26]=1[F:35].C(N(CC)CC)C. Product: [Cl:1][C:2]1[CH:7]=[CH:6][C:5]([N:8]2[CH2:13][CH2:12][O:11][C:10]3[CH:14]=[C:15]([S:18]([O:31][C:30]4[C:29]([F:32])=[C:28]([F:33])[C:27]([F:34])=[C:26]([F:35])[C:25]=4[F:24])(=[O:20])=[O:19])[CH:16]=[CH:17][C:9]2=3)=[C:4]([C:22]#[N:23])[CH:3]=1. The catalyst class is: 2. (3) Reactant: B(F)(F)F.[N:5]1([C:12]([O:14][CH2:15][C:16]2[CH:21]=[CH:20][CH:19]=[CH:18][CH:17]=2)=[O:13])[CH2:7][C@H:6]1[C:8]([O:10][CH3:11])=[O:9].[CH:22]([OH:25])([CH3:24])[CH3:23].ClCCl. Product: [CH2:15]([O:14][C:12]([NH:5][C@H:6]([C:8]([O:10][CH3:11])=[O:9])[CH2:7][O:25][CH:22]([CH3:24])[CH3:23])=[O:13])[C:16]1[CH:17]=[CH:18][CH:19]=[CH:20][CH:21]=1. The catalyst class is: 4. (4) Reactant: CO[C:3](=[C:10]([C:13]#[N:14])[C:11]#[N:12])[C:4]1[CH:9]=[CH:8][CH:7]=[CH:6][CH:5]=1.Cl.[CH2:16]([O:18][C:19](=[O:23])[CH2:20][CH2:21][NH2:22])[CH3:17]. The catalyst class is: 556. Product: [NH2:14][C:13]1[C:10]([C:11]#[N:12])=[C:3]([C:4]2[CH:5]=[CH:6][CH:7]=[CH:8][CH:9]=2)[N:22]([CH2:21][CH2:20][C:19]([O:18][CH2:16][CH3:17])=[O:23])[C:20]=1[C:19]([O:18][CH3:16])=[O:23]. (5) Reactant: [OH:1][C:2]1[CH:12]=[CH:11][C:5]([C:6]([O:8][CH2:9][CH3:10])=[O:7])=[CH:4][CH:3]=1.Br[CH2:14][CH2:15][CH3:16].[H-].[Na+]. Product: [CH2:14]([O:1][C:2]1[CH:3]=[CH:4][C:5]([C:6]([O:8][CH2:9][CH3:10])=[O:7])=[CH:11][CH:12]=1)[CH2:15][CH3:16]. The catalyst class is: 31. (6) Reactant: [N:1]1[CH:6]=[CH:5][CH:4]=[C:3]([C:7]2([C:17]#[N:18])[CH2:16][CH2:15][C:10]3([O:14][CH2:13][CH2:12][O:11]3)[CH2:9][CH2:8]2)[CH:2]=1.[OH2:19].[OH-].[K+]. Product: [N:1]1[CH:6]=[CH:5][CH:4]=[C:3]([C:7]2([C:17]([NH2:18])=[O:19])[CH2:16][CH2:15][C:10]3([O:14][CH2:13][CH2:12][O:11]3)[CH2:9][CH2:8]2)[CH:2]=1. The catalyst class is: 8.